This data is from Forward reaction prediction with 1.9M reactions from USPTO patents (1976-2016). The task is: Predict the product of the given reaction. (1) Given the reactants C([N:8]1[CH2:13][CH2:12][CH:11]([NH:14][C:15]2[C:20]([N+:21]([O-:23])=[O:22])=[CH:19][CH:18]=[CH:17][C:16]=2[CH3:24])[CH2:10][CH2:9]1)C1C=CC=CC=1.Cl[C:26]([O:28][CH2:29][CH3:30])=[O:27].C(=O)([O-])O.[K+].O, predict the reaction product. The product is: [CH2:29]([O:28][C:26]([N:8]1[CH2:13][CH2:12][CH:11]([NH:14][C:15]2[C:20]([N+:21]([O-:23])=[O:22])=[CH:19][CH:18]=[CH:17][C:16]=2[CH3:24])[CH2:10][CH2:9]1)=[O:27])[CH3:30]. (2) Given the reactants [Cl:1][C:2]1[CH:3]=[C:4]([NH:9][C:10]2[C:19]3[C:14](=[CH:15][C:16]([O:27][CH2:28]C)=[C:17]([NH:20][C:21](=[O:26])[CH:22]=[CH:23][CH2:24]Br)[CH:18]=3)[N:13]=[CH:12][C:11]=2[C:30]#[N:31])[CH:5]=[CH:6][C:7]=1[F:8].[NH:32]1[CH2:36][CH2:35][CH:34]([OH:37])[CH2:33]1.[C:38](=[O:41])(O)[O-].[Na+], predict the reaction product. The product is: [Cl:1][C:2]1[CH:3]=[C:4]([NH:9][C:10]2[C:19]3[C:14](=[CH:15][C:16]([O:27][CH3:28])=[C:17]([NH:20][C:21](=[O:26])[CH2:22][CH:23]([N:9]4[CH2:4][CH2:3][CH:38]([OH:41])[CH2:10]4)[CH2:24][N:32]4[CH2:36][CH2:35][CH:34]([OH:37])[CH2:33]4)[CH:18]=3)[N:13]=[CH:12][C:11]=2[C:30]#[N:31])[CH:5]=[CH:6][C:7]=1[F:8].